This data is from Full USPTO retrosynthesis dataset with 1.9M reactions from patents (1976-2016). The task is: Predict the reactants needed to synthesize the given product. Given the product [CH2:25]([O:24][P:23]([CH:14]1[C:13](=[O:22])[N:12]2[C@H:17]([CH2:18][CH2:19][CH2:20][C@H:11]2[C:8]2[CH:9]=[CH:10][C:5]([C:1]([O:3][CH3:4])=[O:2])=[CH:6][CH:7]=2)[CH2:16][CH2:15]1)(=[O:30])[O:27][CH2:28][CH3:29])[CH3:26], predict the reactants needed to synthesize it. The reactants are: [C:1]([C:5]1[CH:10]=[CH:9][C:8]([C@H:11]2[CH2:20][CH2:19][CH2:18][C@@H:17]3[N:12]2[C:13](=[O:22])[CH:14](I)[CH2:15][CH2:16]3)=[CH:7][CH:6]=1)([O:3][CH3:4])=[O:2].[P:23]([O:30]CC)([O:27][CH2:28][CH3:29])[O:24][CH2:25][CH3:26].